This data is from Choline transporter screen with 302,306 compounds. The task is: Binary Classification. Given a drug SMILES string, predict its activity (active/inactive) in a high-throughput screening assay against a specified biological target. (1) The compound is O(CC(=O)N1CCN(CC1)c1ccc(OC)cc1)C(=O)CCc1c(OC)cccc1. The result is 0 (inactive). (2) The drug is Clc1c(NC(=O)C(OC(=O)CNS(=O)(=O)c2ccc(cc2)C)C)ncc(Cl)c1. The result is 0 (inactive). (3) The molecule is S(CC(=O)N1CC(CCC1)CNC(=O)c1ccc(cc1)c1ccccc1)C. The result is 0 (inactive). (4) The molecule is O(CCOc1ccccc1)c1nn(c(=O)cc1)C. The result is 0 (inactive). (5) The result is 0 (inactive). The compound is s1c(NC(=O)c2c(noc2C)CC)nc(c2cc(OC)c(OC)cc2)c1. (6) The compound is S(c1c(NC(=O)CO\N=C(\c2oc3c(c2)cccc3)C)cccc1)C. The result is 0 (inactive).